From a dataset of Peptide-MHC class II binding affinity with 134,281 pairs from IEDB. Regression. Given a peptide amino acid sequence and an MHC pseudo amino acid sequence, predict their binding affinity value. This is MHC class II binding data. (1) The peptide sequence is RTEIDKPSQHHHHHH. The MHC is DRB4_0101 with pseudo-sequence DRB4_0103. The binding affinity (normalized) is 0. (2) The peptide sequence is AAATAGTIVYGAFAA. The MHC is HLA-DPA10103-DPB10601 with pseudo-sequence HLA-DPA10103-DPB10601. The binding affinity (normalized) is 0.266. (3) The peptide sequence is YLQMNSLRAEDTAVY. The MHC is DRB1_1101 with pseudo-sequence DRB1_1101. The binding affinity (normalized) is 0.617. (4) The peptide sequence is IHIGDSSKVTITDTT. The MHC is HLA-DPA10201-DPB10501 with pseudo-sequence HLA-DPA10201-DPB10501. The binding affinity (normalized) is 0.0387. (5) The peptide sequence is GVLYVGSKTKEGVVH. The MHC is DRB1_0101 with pseudo-sequence DRB1_0101. The binding affinity (normalized) is 0.190. (6) The peptide sequence is LANAGRSSGSRRPLG. The MHC is DRB4_0101 with pseudo-sequence DRB4_0103. The binding affinity (normalized) is 0.293. (7) The peptide sequence is VPRDLEVVAATPTSL. The MHC is DRB3_0202 with pseudo-sequence DRB3_0202. The binding affinity (normalized) is 0.348. (8) The binding affinity (normalized) is 0.452. The peptide sequence is NSELIRRAKAAESLASD. The MHC is DRB1_0701 with pseudo-sequence DRB1_0701. (9) The peptide sequence is GVWTFDSEEPLQGPF. The MHC is HLA-DPA10201-DPB10101 with pseudo-sequence HLA-DPA10201-DPB10101. The binding affinity (normalized) is 0.587. (10) The peptide sequence is ELYYAIHKASTVLAF. The MHC is HLA-DPA10201-DPB11401 with pseudo-sequence HLA-DPA10201-DPB11401. The binding affinity (normalized) is 0.767.